From a dataset of Reaction yield outcomes from USPTO patents with 853,638 reactions. Predict the reaction yield, written as a fraction of the theoretical maximum amount of product (1.0 means a 100% yield; for example, 0.34 means a 34% yield). (1) The reactants are [C:1]1([C:7]2[CH:12]=[C:11]([C:13]3([CH2:19][OH:20])[CH2:18][CH2:17][O:16][CH2:15][CH2:14]3)[CH:10]=[CH:9][C:8]=2[NH:21][C:22]([C:24]2[NH:25][CH:26]=[C:27]([C:29]#[N:30])[N:28]=2)=[O:23])[CH2:6][CH2:5][CH2:4][CH2:3][CH:2]=1.CC(OI1(OC(C)=O)(OC(C)=O)OC(=O)C2C=CC=CC1=2)=O.C([O-])(O)=O.[Na+].[O-]S([O-])(=S)=O.[Na+].[Na+]. The catalyst is C(Cl)Cl.O. The product is [C:1]1([C:7]2[CH:12]=[C:11]([C:13]3([CH:19]=[O:20])[CH2:14][CH2:15][O:16][CH2:17][CH2:18]3)[CH:10]=[CH:9][C:8]=2[NH:21][C:22]([C:24]2[NH:25][CH:26]=[C:27]([C:29]#[N:30])[N:28]=2)=[O:23])[CH2:6][CH2:5][CH2:4][CH2:3][CH:2]=1. The yield is 0.600. (2) The yield is 0.720. The catalyst is O. The reactants are [CH2:1]([OH:7])[CH2:2][CH2:3][CH2:4][CH2:5][CH3:6].[OH-].C([N+](C[CH2:23][CH2:24][CH3:25])(CCCC)CCCC)CCC.[OH-].[Na+].Cl[CH:29]=CC. The product is [CH3:29][C:24](=[CH2:23])[CH2:25][O:7][CH2:1][CH2:2][CH2:3][CH2:4][CH2:5][CH3:6]. (3) The reactants are [Br:1][C:2]1[CH:10]=[C:9]2[C:5]([CH2:6][C:7]3([CH2:16][CH2:15][C:14]([F:18])([F:17])[CH2:13][CH2:12]3)[C:8]2=[NH:11])=[CH:4][CH:3]=1.O=[C:20]([CH3:24])[C:21](=[S:23])[NH2:22]. The catalyst is CO. The product is [Br:1][C:2]1[CH:10]=[C:9]2[C:5]([CH2:6][C:7]3([C:8]42[NH:22][C:21](=[S:23])[C:20]([CH3:24])=[N:11]4)[CH2:12][CH2:13][C:14]([F:17])([F:18])[CH2:15][CH2:16]3)=[CH:4][CH:3]=1. The yield is 0.730. (4) The reactants are [O:1]=[C:2]1[CH2:10][C:9]2[C:4](=[CH:5][CH:6]=[C:7](/[CH:11]=[CH:12]/[C:13]([O:15]C(C)(C)C)=[O:14])[CH:8]=2)[NH:3]1.FC(F)(F)C(O)=O.C(Cl)[Cl:28]. No catalyst specified. The product is [ClH:28].[O:1]=[C:2]1[CH2:10][C:9]2[C:4](=[CH:5][CH:6]=[C:7](/[CH:11]=[CH:12]/[C:13]([OH:15])=[O:14])[CH:8]=2)[NH:3]1. The yield is 0.330. (5) The reactants are C([SiH2][O:6][C:7](C)(C)[C:8]1[CH:23]=[CH:22][C:11]([C:12]([C:14]2[CH:15]=[N:16][CH:17]=[C:18]([CH:21]=2)[C:19]#[N:20])=[O:13])=[CH:10][CH:9]=1)(C)(C)C.C(=O)(O)[O-].[Na+]. The catalyst is Cl.O1CCCC1. The product is [OH:6][CH2:7][C:8]1[CH:9]=[CH:10][C:11]([C:12]([C:14]2[CH:15]=[N:16][CH:17]=[C:18]([CH:21]=2)[C:19]#[N:20])=[O:13])=[CH:22][CH:23]=1. The yield is 0.940. (6) The reactants are C[O:2][C:3](=[O:22])[C:4]1[CH:9]=[C:8]([CH2:10][C:11]2[CH:16]=[CH:15][CH:14]=[C:13]([Cl:17])[C:12]=2[F:18])[C:7]([O:19][CH3:20])=[CH:6][C:5]=1[F:21].[OH-].[Na+].O.Cl. The catalyst is CN1CCCC1=O. The product is [Cl:17][C:13]1[C:12]([F:18])=[C:11]([CH:16]=[CH:15][CH:14]=1)[CH2:10][C:8]1[C:7]([O:19][CH3:20])=[CH:6][C:5]([F:21])=[C:4]([CH:9]=1)[C:3]([OH:22])=[O:2]. The yield is 0.934. (7) The reactants are [C:1]([O:10]C)(=O)[C:2]1[C:3](=[CH:5][CH:6]=[CH:7][CH:8]=1)[SH:4].[C:12]([C:14]1[CH:15]=[N:16][CH:17]=[CH:18][CH:19]=1)#[N:13].C(N(CC)CC)C. The catalyst is C1(C)C=CC=CC=1. The product is [N:16]1[CH:17]=[CH:18][CH:19]=[C:14]([C:12]2[S:4][C:3]3[CH:5]=[CH:6][CH:7]=[CH:8][C:2]=3[C:1](=[O:10])[N:13]=2)[CH:15]=1. The yield is 0.434. (8) The reactants are Br[C:2]1[O:6][C:5]([C:7]2[N:8]=[C:9]3[CH:14]=[CH:13][C:12]([C:15]#[N:16])=[CH:11][N:10]3[CH:17]=2)=[CH:4][CH:3]=1.C([O-])([O-])=O.[Na+].[Na+].[C:24]([C:26]1[CH:31]=[CH:30][C:29](B(O)O)=[CH:28][CH:27]=1)#[N:25]. The catalyst is C1(C)C=CC=CC=1.CO.[Pd].C1(P(C2C=CC=CC=2)C2C=CC=CC=2)C=CC=CC=1.C1(P(C2C=CC=CC=2)C2C=CC=CC=2)C=CC=CC=1.C1(P(C2C=CC=CC=2)C2C=CC=CC=2)C=CC=CC=1.C1(P(C2C=CC=CC=2)C2C=CC=CC=2)C=CC=CC=1. The product is [C:24]([C:26]1[CH:31]=[CH:30][C:29]([C:2]2[O:6][C:5]([C:7]3[N:8]=[C:9]4[CH:14]=[CH:13][C:12]([C:15]#[N:16])=[CH:11][N:10]4[CH:17]=3)=[CH:4][CH:3]=2)=[CH:28][CH:27]=1)#[N:25]. The yield is 0.820. (9) The reactants are CC(C)(O[C:5]([NH:7][CH2:8][CH2:9][CH2:10][CH2:11][C@@H:12]([C:24]([N:26]1[CH2:31][CH2:30][N:29]([C:32]2[CH:37]=[CH:36][N:35]=[CH:34][CH:33]=2)[CH2:28][CH2:27]1)=[O:25])[NH:13][C:14]([O:16][CH2:17][C:18]1[CH:23]=[CH:22][CH:21]=[CH:20][CH:19]=1)=[O:15])=O)C.F[C:40](F)(F)C(O)=O. The catalyst is ClCCl. The product is [CH3:40][N:7]([CH3:5])[CH2:8][CH2:9][CH2:10][CH2:11][C@@H:12]([C:24]([N:26]1[CH2:27][CH2:28][N:29]([C:32]2[CH:37]=[CH:36][N:35]=[CH:34][CH:33]=2)[CH2:30][CH2:31]1)=[O:25])[NH:13][C:14]([O:16][CH2:17][C:18]1[CH:23]=[CH:22][CH:21]=[CH:20][CH:19]=1)=[O:15]. The yield is 0.970. (10) The reactants are [CH:1]([C:4]1[N:8]=[C:7]([NH2:9])[NH:6][N:5]=1)([CH3:3])[CH3:2].[NH:10]1[C:14]2[CH:15]=[CH:16][C:17]([C:19](=O)[CH2:20][C:21](OCC)=[O:22])=[CH:18][C:13]=2[N:12]=[N:11]1.CC1C=CC(S(O)(=O)=O)=CC=1. The catalyst is CCCCO. The product is [NH:10]1[C:14]2[CH:15]=[CH:16][C:17]([C:19]3[NH:9][C:7]4[N:6]([N:5]=[C:4]([CH:1]([CH3:3])[CH3:2])[N:8]=4)[C:21](=[O:22])[CH:20]=3)=[CH:18][C:13]=2[N:12]=[N:11]1. The yield is 0.190.